Dataset: Forward reaction prediction with 1.9M reactions from USPTO patents (1976-2016). Task: Predict the product of the given reaction. (1) Given the reactants [NH2:1][C:2]1[C:7]2[N:8]=[C:9]([CH3:11])[O:10][C:6]=2[C:5]([C:12]#[N:13])=[CH:4][CH:3]=1.N(C1C2CCCCC=2C(C#N)=CC=1)=C=O.[OH:29][C@H:30]1[C@@H:37]2[N:33]([C:34](=[O:51])N(C3C4CCCCC=4C(C#N)=CC=3)[C:36]2=[O:38])[CH2:32][CH2:31]1, predict the reaction product. The product is: [OH:29][C@H:30]1[C@@H:37]2[N:33]([C:34](=[O:51])[N:1]([C:2]3[C:7]4[N:8]=[C:9]([CH3:11])[O:10][C:6]=4[C:5]([C:12]#[N:13])=[CH:4][CH:3]=3)[C:36]2=[O:38])[CH2:32][CH2:31]1. (2) Given the reactants [Br:1][C:2]1[CH:3]=[C:4]2[C:9](=[CH:10][CH:11]=1)[N:8]=[CH:7][C:6]([N+:12]([O-])=O)=[C:5]2[OH:15].O.NN, predict the reaction product. The product is: [NH2:12][C:6]1[CH:7]=[N:8][C:9]2[C:4]([C:5]=1[OH:15])=[CH:3][C:2]([Br:1])=[CH:11][CH:10]=2. (3) Given the reactants CO.[Cl:3][C:4]1[CH:5]=[C:6]([C:27]2[C:28]([CH3:42])=[CH:29][C:30]([O:33][CH2:34][C:35]([CH3:41])([CH3:40])[C:36]([O:38]C)=[O:37])=[N:31][CH:32]=2)[CH:7]=[CH:8][C:9]=1[C:10]1[N:11]([CH2:19][O:20][CH2:21][CH2:22][Si:23]([CH3:26])([CH3:25])[CH3:24])[CH:12]=[C:13]([C:15]([F:18])([F:17])[F:16])[N:14]=1.[OH-].[Na+].Cl, predict the reaction product. The product is: [Cl:3][C:4]1[CH:5]=[C:6]([C:27]2[C:28]([CH3:42])=[CH:29][C:30]([O:33][CH2:34][C:35]([CH3:40])([CH3:41])[C:36]([OH:38])=[O:37])=[N:31][CH:32]=2)[CH:7]=[CH:8][C:9]=1[C:10]1[N:11]([CH2:19][O:20][CH2:21][CH2:22][Si:23]([CH3:24])([CH3:26])[CH3:25])[CH:12]=[C:13]([C:15]([F:18])([F:16])[F:17])[N:14]=1.